This data is from Reaction yield outcomes from USPTO patents with 853,638 reactions. The task is: Predict the reaction yield, written as a fraction of the theoretical maximum amount of product (1.0 means a 100% yield; for example, 0.34 means a 34% yield). (1) The reactants are N1C=CN=C1.[CH3:6][O:7][C:8]1[CH:13]=[CH:12][C:11]([OH:14])=[CH:10][CH:9]=1.[Si:15](Cl)([C:18]([CH3:21])([CH3:20])[CH3:19])([CH3:17])[CH3:16]. The catalyst is C1COCC1.O. The product is [CH3:6][O:7][C:8]1[CH:13]=[CH:12][C:11]([O:14][Si:15]([C:18]([CH3:21])([CH3:20])[CH3:19])([CH3:17])[CH3:16])=[CH:10][CH:9]=1. The yield is 0.750. (2) The reactants are [Cl:1][C:2]1[CH:11]=[CH:10][C:9]2[CH:8]([OH:12])[CH2:7][CH2:6][CH2:5][C:4]=2[N:3]=1.[H-].[Na+].[CH3:15]I. The catalyst is O1CCCC1. The product is [Cl:1][C:2]1[CH:11]=[CH:10][C:9]2[CH:8]([O:12][CH3:15])[CH2:7][CH2:6][CH2:5][C:4]=2[N:3]=1. The yield is 0.610. (3) The reactants are C(NC(C)C)(C)C.C([Li])CCC.[CH3:13][O:14][C:15](=[O:28])[CH2:16][C:17]1[CH:22]=[CH:21][C:20]([C:23]([F:26])([F:25])[F:24])=[C:19]([F:27])[CH:18]=1.I[CH2:30][CH:31]1[CH2:35][CH2:34][CH2:33][CH2:32]1. The catalyst is O1CCCC1.CN1CCCN(C)C1=O. The product is [CH3:13][O:14][C:15](=[O:28])[CH:16]([C:17]1[CH:22]=[CH:21][C:20]([C:23]([F:26])([F:25])[F:24])=[C:19]([F:27])[CH:18]=1)[CH2:30][CH:31]1[CH2:35][CH2:34][CH2:33][CH2:32]1. The yield is 0.830. (4) The reactants are [OH-].[Na+].[CH:3]1[C:12]2[C:7](=[CH:8][CH:9]=[CH:10][CH:11]=2)[CH:6]=[CH:5][C:4]=1[S:13]([NH:16][CH:17]1[CH2:20][N:19]([C:21]2[N:26]=[CH:25][C:24]([C:27]([O:29]CC)=[O:28])=[CH:23][N:22]=2)[CH2:18]1)(=[O:15])=[O:14].Cl.C([O-])(O)=O.[Na+]. The catalyst is C1COCC1.CO. The product is [CH:3]1[C:12]2[C:7](=[CH:8][CH:9]=[CH:10][CH:11]=2)[CH:6]=[CH:5][C:4]=1[S:13]([NH:16][CH:17]1[CH2:20][N:19]([C:21]2[N:26]=[CH:25][C:24]([C:27]([OH:29])=[O:28])=[CH:23][N:22]=2)[CH2:18]1)(=[O:15])=[O:14]. The yield is 0.940.